This data is from Reaction yield outcomes from USPTO patents with 853,638 reactions. The task is: Predict the reaction yield, written as a fraction of the theoretical maximum amount of product (1.0 means a 100% yield; for example, 0.34 means a 34% yield). (1) The reactants are C(OC([N:8]1[CH:12]=[C:11]([C:13]2[CH:14]=[C:15]3[C:20](=[CH:21][CH:22]=2)[N:19]=[C:18]([N:23]([CH3:38])[CH2:24][C:25]2[CH:30]=[CH:29][CH:28]=[C:27]([N:31]4[CH2:36][CH2:35][N:34]([CH3:37])[CH2:33][CH2:32]4)[CH:26]=2)[CH:17]=[N:16]3)[CH:10]=[N:9]1)=O)(C)(C)C.Cl.N. The catalyst is O1CCOCC1.C1COCC1. The product is [CH3:38][N:23]([CH2:24][C:25]1[CH:30]=[CH:29][CH:28]=[C:27]([N:31]2[CH2:32][CH2:33][N:34]([CH3:37])[CH2:35][CH2:36]2)[CH:26]=1)[C:18]1[CH:17]=[N:16][C:15]2[C:20](=[CH:21][CH:22]=[C:13]([C:11]3[CH:12]=[N:8][NH:9][CH:10]=3)[CH:14]=2)[N:19]=1. The yield is 0.540. (2) The reactants are [CH3:1][O:2][C:3]1[CH:27]=[CH:26][C:6]([CH2:7][N:8]2[C:12]3=[N:13][CH:14]=[CH:15][C:16]([O:17][C:18]4[CH:23]=[CH:22][C:21]([NH2:24])=[CH:20][C:19]=4[F:25])=[C:11]3[CH:10]=[N:9]2)=[CH:5][CH:4]=1.[C:28]1([CH2:34][C:35]([N:37]=[C:38]=[S:39])=[O:36])[CH:33]=[CH:32][CH:31]=[CH:30][CH:29]=1. The catalyst is C1COCC1. The product is [CH3:1][O:2][C:3]1[CH:4]=[CH:5][C:6]([CH2:7][N:8]2[C:12]3=[N:13][CH:14]=[CH:15][C:16]([O:17][C:18]4[CH:23]=[CH:22][C:21]([NH:24][C:38]([NH:37][C:35](=[O:36])[CH2:34][C:28]5[CH:29]=[CH:30][CH:31]=[CH:32][CH:33]=5)=[S:39])=[CH:20][C:19]=4[F:25])=[C:11]3[CH:10]=[N:9]2)=[CH:26][CH:27]=1. The yield is 0.710. (3) The reactants are [F:1][C:2]1[C:7]([OH:8])=[CH:6][CH:5]=[C:4]([F:9])[C:3]=1[NH:10][C:11](=O)[C:12]1[CH:17]=[C:16]([C:18]2[CH:23]=[CH:22][CH:21]=[C:20]([F:24])[CH:19]=2)[CH:15]=[C:14]([CH3:25])[C:13]=1[O:26][CH3:27]. The catalyst is C1COCC1. The product is [F:1][C:2]1[C:3]([NH:10][CH2:11][C:12]2[CH:17]=[C:16]([C:18]3[CH:23]=[CH:22][CH:21]=[C:20]([F:24])[CH:19]=3)[CH:15]=[C:14]([CH3:25])[C:13]=2[O:26][CH3:27])=[C:4]([F:9])[CH:5]=[CH:6][C:7]=1[OH:8]. The yield is 0.330. (4) The reactants are C(O)(C(F)(F)F)=O.[S:8]([O-:39])([O:11][N:12]1[C:18](=[O:19])[N:17]2[CH2:20][C@H:13]1[CH2:14][CH2:15][C@H:16]2[C:21]1[S:22][C:23]([CH:26]2[CH2:31][CH2:30][N:29](C(OC(C)(C)C)=O)[CH2:28][CH2:27]2)=[N:24][N:25]=1)(=[O:10])=[O:9].[Na+]. The catalyst is C(Cl)Cl.CCOCC. The product is [S:8]([OH:39])([O:11][N:12]1[C:18](=[O:19])[N:17]2[CH2:20][C@H:13]1[CH2:14][CH2:15][C@H:16]2[C:21]1[S:22][C:23]([CH:26]2[CH2:31][CH2:30][NH:29][CH2:28][CH2:27]2)=[N:24][N:25]=1)(=[O:9])=[O:10]. The yield is 0.250.